From a dataset of Reaction yield outcomes from USPTO patents with 853,638 reactions. Predict the reaction yield, written as a fraction of the theoretical maximum amount of product (1.0 means a 100% yield; for example, 0.34 means a 34% yield). The reactants are C(NC(C)C)(C)C.C([Li])CCC.[Li+].CC([N-]C(C)C)C.[CH:21]([C:23]1[CH:24]=[C:25]2[C:30](=[CH:31][CH:32]=1)/[C:29](=[N:33]/[OH:34])/[CH2:28][CH2:27][CH2:26]2)=[CH2:22].[F:35][C:36]1[CH:41]=[CH:40][C:39]([C:42]2([CH2:48][CH2:49][C:50](OCC)=O)[CH2:47][CH2:46][CH2:45][CH2:44][CH2:43]2)=[CH:38][CH:37]=1.O.C1(C)C=CC(S(O)(=O)=O)=CC=1. The catalyst is C1COCC1.C(OCC)(=O)C. The product is [F:35][C:36]1[CH:41]=[CH:40][C:39]([C:42]2([CH2:48][CH2:49][C:50]3[O:34][N:33]=[C:29]4[C:30]5[C:25]([CH2:26][CH2:27][C:28]=34)=[CH:24][C:23]([CH:21]=[CH2:22])=[CH:32][CH:31]=5)[CH2:47][CH2:46][CH2:45][CH2:44][CH2:43]2)=[CH:38][CH:37]=1. The yield is 0.415.